From a dataset of Forward reaction prediction with 1.9M reactions from USPTO patents (1976-2016). Predict the product of the given reaction. (1) Given the reactants [NH2:1][CH2:2][C:3]([CH3:8])([CH3:7])[C:4]([NH2:6])=[O:5].OC1C=CC=CN=1.[CH3:16][C:17]1([CH3:55])[CH2:22][N:21]([C:23]2[CH:28]=[CH:27][CH:26]=[CH:25][C:24]=2[CH3:29])[C:20](=[O:30])[CH2:19][N:18]1[CH2:31][C@H:32]([NH:42][S:43]([C:46]1[CH:51]=[CH:50][CH:49]=[CH:48][C:47]=1[N+:52]([O-:54])=[O:53])(=[O:45])=[O:44])[C@@H:33]1[CH2:37][C@@H:36]([CH:38]([CH3:40])[CH3:39])[C:35](=[O:41])[O:34]1, predict the reaction product. The product is: [C:4]([C:3]([CH3:8])([CH3:7])[CH2:2][NH:1][C:35](=[O:41])[C@H:36]([CH:38]([CH3:39])[CH3:40])[CH2:37][C@H:33]([OH:34])[C@@H:32]([NH:42][S:43]([C:46]1[CH:51]=[CH:50][CH:49]=[CH:48][C:47]=1[N+:52]([O-:54])=[O:53])(=[O:44])=[O:45])[CH2:31][N:18]1[CH2:19][C:20](=[O:30])[N:21]([C:23]2[CH:28]=[CH:27][CH:26]=[CH:25][C:24]=2[CH3:29])[CH2:22][C:17]1([CH3:55])[CH3:16])(=[O:5])[NH2:6]. (2) Given the reactants [N+:1]([C:4]1[CH:12]=[CH:11][C:7]([C:8]([OH:10])=O)=[C:6]([C:13]2[CH:18]=[CH:17][CH:16]=[CH:15][C:14]=2[CH3:19])[CH:5]=1)([O-:3])=[O:2].C1C=C2C(N(O)N=NC2=CC=1)=O.Cl.[CH3:33][O:34][C:35](=[O:42])[C@H:36]([CH2:38][CH2:39][S:40][CH3:41])[NH2:37].CCN=C=NCCCN(C)C.CCN(CC)CC, predict the reaction product. The product is: [CH3:33][O:34][C:35](=[O:42])[C@H:36]([CH2:38][CH2:39][S:40][CH3:41])[NH:37][C:8](=[O:10])[C:7]1[CH:11]=[CH:12][C:4]([N+:1]([O-:3])=[O:2])=[CH:5][C:6]=1[C:13]1[CH:18]=[CH:17][CH:16]=[CH:15][C:14]=1[CH3:19]. (3) Given the reactants [OH-].[Na+].[CH:3]1([C:9]2[C:10]3[CH:11]=[CH:12][C:13]([C:32]([O:34][CH3:35])=[O:33])=[CH:14][C:15]=3[N:16]3[CH2:22][C:21]([C:24]([O:26]C)=[O:25])([F:23])[CH2:20][C:19]4[CH:28]=[CH:29][CH:30]=[CH:31][C:18]=4[C:17]=23)[CH2:8][CH2:7][CH2:6][CH2:5][CH2:4]1.Cl, predict the reaction product. The product is: [CH:3]1([C:9]2[C:10]3[CH:11]=[CH:12][C:13]([C:32]([O:34][CH3:35])=[O:33])=[CH:14][C:15]=3[N:16]3[CH2:22][C:21]([C:24]([OH:26])=[O:25])([F:23])[CH2:20][C:19]4[CH:28]=[CH:29][CH:30]=[CH:31][C:18]=4[C:17]=23)[CH2:4][CH2:5][CH2:6][CH2:7][CH2:8]1. (4) Given the reactants [CH3:1][C:2]1[C:3]([O:8][C:9]2[CH:10]=[C:11]([CH:21]=[CH:22][CH:23]=2)[CH2:12]P(=O)(OCC)OCC)=[N:4][CH:5]=[CH:6][CH:7]=1.[H-].[Na+].[C:26]([O:30][C:31]([N:33]1[CH2:38][CH2:37][C:36](=O)[CH2:35][CH2:34]1)=[O:32])([CH3:29])([CH3:28])[CH3:27].O, predict the reaction product. The product is: [CH3:1][C:2]1[C:3]([O:8][C:9]2[CH:10]=[C:11]([CH:21]=[CH:22][CH:23]=2)[CH:12]=[C:36]2[CH2:37][CH2:38][N:33]([C:31]([O:30][C:26]([CH3:29])([CH3:28])[CH3:27])=[O:32])[CH2:34][CH2:35]2)=[N:4][CH:5]=[CH:6][CH:7]=1.